The task is: Predict which catalyst facilitates the given reaction.. This data is from Catalyst prediction with 721,799 reactions and 888 catalyst types from USPTO. (1) Reactant: [F:1][C:2]([F:27])([F:26])[C:3]1[N:7]2[N:8]=[C:9]([O:16][CH2:17][C:18]3[N:23]=[C:22]([CH2:24][OH:25])[CH:21]=[CH:20][CH:19]=3)[C:10]3[C:15]([C:6]2=[N:5][N:4]=1)=[CH:14][CH:13]=[CH:12][CH:11]=3.C(N(CC)CC)C.[CH3:35][S:36](Cl)(=[O:38])=[O:37]. Product: [CH3:35][S:36]([O:25][CH2:24][C:22]1[CH:21]=[CH:20][CH:19]=[C:18]([CH2:17][O:16][C:9]2[C:10]3[C:15](=[CH:14][CH:13]=[CH:12][CH:11]=3)[C:6]3=[N:5][N:4]=[C:3]([C:2]([F:1])([F:26])[F:27])[N:7]3[N:8]=2)[N:23]=1)(=[O:38])=[O:37]. The catalyst class is: 2. (2) Product: [F:23][C:22]1[C:16]2[O:15][CH2:14][CH:13]([CH2:12][N:25]3[CH2:30][CH2:29][O:28][CH2:27][CH2:26]3)[O:18][C:17]=2[CH:19]=[C:20]([F:24])[CH:21]=1. Reactant: CC1C=CC(S(O[CH2:12][CH:13]2[O:18][C:17]3[CH:19]=[C:20]([F:24])[CH:21]=[C:22]([F:23])[C:16]=3[O:15][CH2:14]2)(=O)=O)=CC=1.[NH:25]1[CH2:30][CH2:29][O:28][CH2:27][CH2:26]1. The catalyst class is: 10.